Dataset: Catalyst prediction with 721,799 reactions and 888 catalyst types from USPTO. Task: Predict which catalyst facilitates the given reaction. (1) Reactant: [Br:1][C:2]1[CH:3]=[C:4]([CH:11]=[CH:12][N:13]=1)[C:5](N(OC)C)=[O:6].[CH3:14][Mg]Br.C(OCC)(=O)C.[Cl-].[Na+]. Product: [Br:1][C:2]1[CH:3]=[C:4]([C:5](=[O:6])[CH3:14])[CH:11]=[CH:12][N:13]=1. The catalyst class is: 7. (2) Reactant: C([O:3][CH:4](OCC)[CH2:5][CH2:6][CH2:7][N:8]1[C:20]2[C:19]3[CH:18]=[CH:17][CH:16]=[CH:15][C:14]=3[N:13]=[CH:12][C:11]=2[N:10]=[C:9]1[CH2:21][CH2:22][CH3:23])C.Cl.C(=O)([O-])[O-].[K+].[K+]. Product: [CH2:21]([C:9]1[N:8]([CH2:7][CH2:6][CH2:5][CH:4]=[O:3])[C:20]2[C:19]3[CH:18]=[CH:17][CH:16]=[CH:15][C:14]=3[N:13]=[CH:12][C:11]=2[N:10]=1)[CH2:22][CH3:23]. The catalyst class is: 229.